Predict the reaction yield, written as a fraction of the theoretical maximum amount of product (1.0 means a 100% yield; for example, 0.34 means a 34% yield). From a dataset of Reaction yield outcomes from USPTO patents with 853,638 reactions. The reactants are [CH:1]([CH:3]1[CH2:8][CH2:7][N:6]([C:9]([O:11][C:12]([CH3:15])([CH3:14])[CH3:13])=[O:10])[CH2:5][CH2:4]1)=O.CC(O)=O.[NH:20]1[CH2:25][CH2:24][CH2:23][CH2:22][CH2:21]1.C(O[BH-](OC(=O)C)OC(=O)C)(=O)C.[Na+]. The catalyst is ClCCCl. The product is [N:20]1([CH2:1][CH:3]2[CH2:8][CH2:7][N:6]([C:9]([O:11][C:12]([CH3:15])([CH3:14])[CH3:13])=[O:10])[CH2:5][CH2:4]2)[CH2:25][CH2:24][CH2:23][CH2:22][CH2:21]1. The yield is 0.930.